From a dataset of Blood-brain barrier permeability classification from the B3DB database. Regression/Classification. Given a drug SMILES string, predict its absorption, distribution, metabolism, or excretion properties. Task type varies by dataset: regression for continuous measurements (e.g., permeability, clearance, half-life) or binary classification for categorical outcomes (e.g., BBB penetration, CYP inhibition). Dataset: b3db_classification. (1) The compound is c1cncc(C2CCCN2)c1. The result is 1 (penetrates BBB). (2) The molecule is CN1C[C@H](C(=O)NC2(C)O[C@@]3(O)[C@@H]4CCCN4C(=O)[C@H](Cc4ccccc4)N3C2=O)C[C@@H]2c3cccc4[nH]cc(c34)C[C@H]21. The result is 0 (does not penetrate BBB). (3) The molecule is CC[C@H](C)n1ncn(-c2ccc(N3CCN(c4ccc(OC[C@H]5COC(Cn6cncn6)(c6ccc(Cl)cc6Cl)O5)cc4)CC3)cc2)c1=O. The result is 0 (does not penetrate BBB). (4) The molecule is CC1CCCC1. The result is 1 (penetrates BBB). (5) The molecule is Cc1ccc(/C(=C\CN2CCCC2)c2cccc(/C=C/C(=O)O)n2)cc1. The result is 0 (does not penetrate BBB). (6) The drug is Oc1ccc2c(c1)[C@@]13CCCC[C@H]1[C@@H](C2)NCC3. The result is 1 (penetrates BBB). (7) The molecule is CON=C(C(=O)NC1C(=O)N2C(C(=O)OC(C)OC(=O)C(C)(C)OC)=C(COC(N)=O)CSC12)c1ccco1. The result is 0 (does not penetrate BBB). (8) The compound is CC1(C)S[C@@H]2[C@H](NC(=O)[C@@H](N=Cc3ccco3)c3ccc(O)cc3)C(=O)N2[C@H]1C(=O)O. The result is 0 (does not penetrate BBB). (9) The drug is c1ccc(C[C@@H]2NCCc3c2[nH]c2ccccc32)cc1. The result is 1 (penetrates BBB).